Task: Predict the reactants needed to synthesize the given product.. Dataset: Full USPTO retrosynthesis dataset with 1.9M reactions from patents (1976-2016) The reactants are: [OH-].[Na+].[Cl:3][C:4]1[CH:5]=[C:6]([C:12]2[N:13]=[C:14]([CH3:33])[C:15]3[CH:20]=[CH:19][N:18]([C:21]4[CH:26]=[CH:25][C:24]([CH2:27][C:28]([O:30]CC)=[O:29])=[CH:23][CH:22]=4)[C:16]=3[N:17]=2)[CH:7]=[CH:8][C:9]=1[O:10][CH3:11].Cl. Given the product [Cl:3][C:4]1[CH:5]=[C:6]([C:12]2[N:13]=[C:14]([CH3:33])[C:15]3[CH:20]=[CH:19][N:18]([C:21]4[CH:26]=[CH:25][C:24]([CH2:27][C:28]([OH:30])=[O:29])=[CH:23][CH:22]=4)[C:16]=3[N:17]=2)[CH:7]=[CH:8][C:9]=1[O:10][CH3:11], predict the reactants needed to synthesize it.